From a dataset of NCI-60 drug combinations with 297,098 pairs across 59 cell lines. Regression. Given two drug SMILES strings and cell line genomic features, predict the synergy score measuring deviation from expected non-interaction effect. (1) Drug 1: CC=C1C(=O)NC(C(=O)OC2CC(=O)NC(C(=O)NC(CSSCCC=C2)C(=O)N1)C(C)C)C(C)C. Drug 2: C1CCC(C(C1)N)N.C(=O)(C(=O)[O-])[O-].[Pt+4]. Cell line: OVCAR-8. Synergy scores: CSS=63.8, Synergy_ZIP=-5.04, Synergy_Bliss=-2.43, Synergy_Loewe=-8.88, Synergy_HSA=1.33. (2) Drug 1: CC12CCC3C(C1CCC2=O)CC(=C)C4=CC(=O)C=CC34C. Drug 2: CN(C)N=NC1=C(NC=N1)C(=O)N. Cell line: COLO 205. Synergy scores: CSS=52.5, Synergy_ZIP=0.894, Synergy_Bliss=-0.191, Synergy_Loewe=-18.8, Synergy_HSA=-0.453. (3) Drug 1: C1=CC(=CC=C1CCC2=CNC3=C2C(=O)NC(=N3)N)C(=O)NC(CCC(=O)O)C(=O)O. Cell line: M14. Synergy scores: CSS=21.8, Synergy_ZIP=1.46, Synergy_Bliss=1.10, Synergy_Loewe=-1.27, Synergy_HSA=0.0600. Drug 2: CCC1(CC2CC(C3=C(CCN(C2)C1)C4=CC=CC=C4N3)(C5=C(C=C6C(=C5)C78CCN9C7C(C=CC9)(C(C(C8N6C=O)(C(=O)OC)O)OC(=O)C)CC)OC)C(=O)OC)O.OS(=O)(=O)O. (4) Drug 1: CC1C(C(CC(O1)OC2CC(CC3=C2C(=C4C(=C3O)C(=O)C5=C(C4=O)C(=CC=C5)OC)O)(C(=O)CO)O)N)O.Cl. Drug 2: C(CC(=O)O)C(=O)CN.Cl. Cell line: RPMI-8226. Synergy scores: CSS=15.9, Synergy_ZIP=-4.69, Synergy_Bliss=-2.58, Synergy_Loewe=1.53, Synergy_HSA=1.84. (5) Drug 1: C1=CC(=CC=C1CCCC(=O)O)N(CCCl)CCCl. Drug 2: C1=CC(=CC=C1C#N)C(C2=CC=C(C=C2)C#N)N3C=NC=N3. Cell line: NCI-H226. Synergy scores: CSS=10.8, Synergy_ZIP=-4.58, Synergy_Bliss=-1.45, Synergy_Loewe=-1.59, Synergy_HSA=-1.14. (6) Drug 1: C1CCC(C1)C(CC#N)N2C=C(C=N2)C3=C4C=CNC4=NC=N3. Drug 2: CC1=C2C(C(=O)C3(C(CC4C(C3C(C(C2(C)C)(CC1OC(=O)C(C(C5=CC=CC=C5)NC(=O)C6=CC=CC=C6)O)O)OC(=O)C7=CC=CC=C7)(CO4)OC(=O)C)O)C)OC(=O)C. Cell line: K-562. Synergy scores: CSS=45.7, Synergy_ZIP=1.27, Synergy_Bliss=0.982, Synergy_Loewe=-22.4, Synergy_HSA=-2.09. (7) Drug 1: C1C(C(OC1N2C=C(C(=O)NC2=O)F)CO)O. Drug 2: C1=NC2=C(N1)C(=S)N=CN2. Cell line: BT-549. Synergy scores: CSS=27.3, Synergy_ZIP=-15.4, Synergy_Bliss=-9.00, Synergy_Loewe=-6.55, Synergy_HSA=-2.64.